From a dataset of Forward reaction prediction with 1.9M reactions from USPTO patents (1976-2016). Predict the product of the given reaction. (1) Given the reactants Br[C:2]1[CH:3]=[C:4]([CH:19]=[CH:20][C:21]=1[N:22]1[CH2:26][CH2:25][C@@H:24]([OH:27])[CH2:23]1)[C:5]([NH:7][C:8]1[CH:13]=[CH:12][C:11]([O:14][C:15]([F:18])([F:17])[F:16])=[CH:10][CH:9]=1)=[O:6].[CH3:28][C:29]1[N:34]=[CH:33][C:32](B2OC(C)(C)C(C)(C)O2)=[CH:31][N:30]=1, predict the reaction product. The product is: [OH:27][C@@H:24]1[CH2:25][CH2:26][N:22]([C:21]2[CH:20]=[CH:19][C:4]([C:5]([NH:7][C:8]3[CH:13]=[CH:12][C:11]([O:14][C:15]([F:18])([F:17])[F:16])=[CH:10][CH:9]=3)=[O:6])=[CH:3][C:2]=2[C:32]2[CH:31]=[N:30][C:29]([CH3:28])=[N:34][CH:33]=2)[CH2:23]1. (2) Given the reactants Cl[C:2]1[CH:11]=[CH:10][C:9]2[CH2:8][CH:7]([CH2:12][CH2:13][N:14]3[CH2:17][CH:16]([F:18])[CH2:15]3)[N:6]3[C:19]4[CH:20]=[CH:21][CH:22]=[C:23]([F:26])[C:24]=4[CH:25]=[C:5]3[C:4]=2[N:3]=1.[CH3:27][NH:28][C:29]([C:31]1[C:35]2[CH:36]=[C:37](B3OC(C)(C)C(C)(C)O3)[C:38]([N:40]([CH3:45])[S:41]([CH3:44])(=[O:43])=[O:42])=[CH:39][C:34]=2[O:33][C:32]=1[C:55]1[CH:56]=[N:57][C:58]([CH3:61])=[CH:59][CH:60]=1)=[O:30].C([O-])([O-])=O.[K+].[K+].CC(C1C=C(C(C)C)C(C2C=CC=CC=2P(C2CCCCC2)C2CCCCC2)=C(C(C)C)C=1)C, predict the reaction product. The product is: [F:26][C:23]1[C:24]2[CH:25]=[C:5]3[C:4]4[N:3]=[C:2]([C:37]5[C:38]([N:40]([CH3:45])[S:41]([CH3:44])(=[O:43])=[O:42])=[CH:39][C:34]6[O:33][C:32]([C:55]7[CH:56]=[N:57][C:58]([CH3:61])=[CH:59][CH:60]=7)=[C:31]([C:29]([NH:28][CH3:27])=[O:30])[C:35]=6[CH:36]=5)[CH:11]=[CH:10][C:9]=4[CH2:8][CH:7]([CH2:12][CH2:13][N:14]4[CH2:17][CH:16]([F:18])[CH2:15]4)[N:6]3[C:19]=2[CH:20]=[CH:21][CH:22]=1. (3) Given the reactants C([O:5][C:6](=[O:40])[C@@H:7]([NH:11][S:12]([C:15]1[CH:20]=[CH:19][C:18]([C:21]2[CH:26]=[CH:25][C:24]([NH:27][C:28]([C:30]3[O:31][C:32]4[CH:38]=[CH:37][CH:36]=[C:35]([CH3:39])[C:33]=4[N:34]=3)=[O:29])=[CH:23][CH:22]=2)=[CH:17][CH:16]=1)(=[O:14])=[O:13])[CH:8]([CH3:10])[CH3:9])(C)(C)C.C(O)(C(F)(F)F)=O.C(Cl)Cl, predict the reaction product. The product is: [CH3:9][CH:8]([CH3:10])[C@H:7]([NH:11][S:12]([C:15]1[CH:16]=[CH:17][C:18]([C:21]2[CH:22]=[CH:23][C:24]([NH:27][C:28]([C:30]3[O:31][C:32]4[CH:38]=[CH:37][CH:36]=[C:35]([CH3:39])[C:33]=4[N:34]=3)=[O:29])=[CH:25][CH:26]=2)=[CH:19][CH:20]=1)(=[O:14])=[O:13])[C:6]([OH:40])=[O:5]. (4) Given the reactants [CH3:1][C@H:2]1[CH2:7][NH:6][CH2:5][CH2:4][N:3]1C(OC(C)(C)C)=O.C(N(CC)C(C)C)(C)C.[F:24][CH:25]([F:37])[O:26][C:27]1[CH:32]=[CH:31][C:30]([S:33]([Cl:36])(=[O:35])=[O:34])=[CH:29][CH:28]=1.Cl, predict the reaction product. The product is: [ClH:36].[F:37][CH:25]([F:24])[O:26][C:27]1[CH:28]=[CH:29][C:30]([S:33]([N:6]2[CH2:5][CH2:4][NH:3][C@@H:2]([CH3:1])[CH2:7]2)(=[O:35])=[O:34])=[CH:31][CH:32]=1. (5) Given the reactants C(OCCCCCCCCN[C:17]1[CH:22]=[CH:21][N:20]=[CH:19][C:18]=1[N+:23]([O-:25])=[O:24])CCCCC.[N+](C1C=NC=CC=1O)([O-])=O.C1(P(Cl)([Cl:44])=O)C=CC=CC=1, predict the reaction product. The product is: [Cl:44][C:17]1[CH:22]=[CH:21][N:20]=[CH:19][C:18]=1[N+:23]([O-:25])=[O:24]. (6) Given the reactants [N:1]1[C:10]2[C:5](=[CH:6][C:7]([CH2:11][C:12]3[N:16]4[N:17]=[C:18]([C:21](=O)[CH3:22])[CH:19]=[CH:20][C:15]4=[N:14][N:13]=3)=[CH:8][CH:9]=2)[CH:4]=[CH:3][CH:2]=1.Cl.[NH2:25][O:26][CH:27]([CH3:30])[CH2:28][OH:29], predict the reaction product. The product is: [OH:29][CH2:28][CH:27]([O:26]/[N:25]=[C:21](/[C:18]1[CH:19]=[CH:20][C:15]2[N:16]([C:12]([CH2:11][C:7]3[CH:6]=[C:5]4[C:10](=[CH:9][CH:8]=3)[N:1]=[CH:2][CH:3]=[CH:4]4)=[N:13][N:14]=2)[N:17]=1)\[CH3:22])[CH3:30]. (7) Given the reactants [C:1]([O:5][C:6]([N:8]1[CH2:13][CH2:12][CH:11]([NH:14][CH2:15][C:16]2[CH:21]=[CH:20][C:19]([N+:22]([O-:24])=[O:23])=[CH:18][CH:17]=2)[CH2:10][CH2:9]1)=[O:7])([CH3:4])([CH3:3])[CH3:2].CCN(C(C)C)C(C)C.[CH2:34]([C:39]1[CH:47]=[CH:46][C:42]([C:43](Cl)=[O:44])=[CH:41][CH:40]=1)[CH2:35][CH2:36][CH2:37][CH3:38].C(=O)(O)[O-].[Na+], predict the reaction product. The product is: [C:1]([O:5][C:6]([N:8]1[CH2:13][CH2:12][CH:11]([N:14]([CH2:15][C:16]2[CH:17]=[CH:18][C:19]([N+:22]([O-:24])=[O:23])=[CH:20][CH:21]=2)[C:43](=[O:44])[C:42]2[CH:46]=[CH:47][C:39]([CH2:34][CH2:35][CH2:36][CH2:37][CH3:38])=[CH:40][CH:41]=2)[CH2:10][CH2:9]1)=[O:7])([CH3:4])([CH3:2])[CH3:3].